Dataset: Full USPTO retrosynthesis dataset with 1.9M reactions from patents (1976-2016). Task: Predict the reactants needed to synthesize the given product. The reactants are: [Cl:1][C:2]1[CH:3]=[CH:4][C:5](C)=[C:6]([CH:19]=1)[C:7]([C:9](=[CH:15][N:16](C)C)[C:10]([O:12][CH2:13][CH3:14])=[O:11])=O.[NH2:21]N.[CH2:23]([OH:25])C. Given the product [Cl:1][C:2]1[CH:3]=[CH:4][C:5]([O:25][CH3:23])=[C:6]([C:7]2[NH:21][N:16]=[CH:15][C:9]=2[C:10]([O:12][CH2:13][CH3:14])=[O:11])[CH:19]=1, predict the reactants needed to synthesize it.